From a dataset of Catalyst prediction with 721,799 reactions and 888 catalyst types from USPTO. Predict which catalyst facilitates the given reaction. (1) Reactant: CI.[C:3]1([C:9]2([C:12]([OH:14])=[O:13])[CH2:11][CH2:10]2)[CH:8]=[CH:7][CH:6]=[CH:5][CH:4]=1.[C:15](=O)([O-])[O-].[K+].[K+]. Product: [C:3]1([C:9]2([C:12]([O:14][CH3:15])=[O:13])[CH2:11][CH2:10]2)[CH:8]=[CH:7][CH:6]=[CH:5][CH:4]=1. The catalyst class is: 369. (2) Reactant: CC([N:5]([C@@H:9]([CH3:37])[C:10]([NH:12][C@@H:13]([CH2:29][CH2:30][C:31]1[CH:36]=[CH:35][CH:34]=[CH:33][CH:32]=1)/[CH:14]=[CH:15]/[C:16]([N:18]1[C@H:26]2[CH2:27][CH2:28][C@@H:19]1[C:20]1[C:25]2=[CH:24][CH:23]=[CH:22][CH:21]=1)=[O:17])=[O:11])C(=O)[O-])(C)C.[C:38]([OH:44])([C:40]([F:43])([F:42])[F:41])=[O:39]. Product: [F:41][C:40]([F:43])([F:42])[C:38]([OH:44])=[O:39].[C@@H:19]12[N:18]([C:16](=[O:17])/[CH:15]=[CH:14]/[C@@H:13]([NH:12][C:10](=[O:11])[C@H:9]([CH3:37])[NH2:5])[CH2:29][CH2:30][C:31]3[CH:32]=[CH:33][CH:34]=[CH:35][CH:36]=3)[C@@H:26]([CH2:27][CH2:28]1)[C:25]1[C:20]2=[CH:21][CH:22]=[CH:23][CH:24]=1. The catalyst class is: 2. (3) Reactant: [F:1][C:2]1[CH:3]=[C:4]([CH:8]=[C:9]([F:11])[CH:10]=1)[CH2:5][Mg]Br.[Br:12][C:13]1[CH:14]=[CH:15][C:16]([NH:27][C:28](=[O:30])[CH3:29])=[N:17][C:18]=1[CH:19]=[N:20][S@:21]([C:23]([CH3:26])([CH3:25])[CH3:24])=[O:22].[Cl-].[NH4+]. Product: [Br:12][C:13]1[CH:14]=[CH:15][C:16]([NH:27][C:28](=[O:30])[CH3:29])=[N:17][C:18]=1[C@@H:19]([NH:20][S:21]([C:23]([CH3:25])([CH3:26])[CH3:24])=[O:22])[CH2:5][C:4]1[CH:3]=[C:2]([F:1])[CH:10]=[C:9]([F:11])[CH:8]=1. The catalyst class is: 2. (4) Reactant: CCN=C=NCCCN(C)C.Cl.C1C=CC2N(O)N=NC=2C=1.O.[F:24][C:25]1[CH:26]=[C:27]([N:32]2[CH:36]=[C:35]([C:37]([OH:39])=O)[C:34]([C:40]([F:43])([F:42])[F:41])=[N:33]2)[CH:28]=[C:29]([F:31])[CH:30]=1.[NH2:44][CH2:45][CH2:46][NH:47][C:48]([C@H:50]1[CH2:55][CH2:54][C@H:53]([C:56]2[O:57][C:58]([CH:61]([CH3:63])[CH3:62])=[N:59][N:60]=2)[CH2:52][CH2:51]1)=[O:49]. Product: [F:31][C:29]1[CH:28]=[C:27]([N:32]2[CH:36]=[C:35]([C:37]([NH:44][CH2:45][CH2:46][NH:47][C:48]([C@H:50]3[CH2:51][CH2:52][C@H:53]([C:56]4[O:57][C:58]([CH:61]([CH3:63])[CH3:62])=[N:59][N:60]=4)[CH2:54][CH2:55]3)=[O:49])=[O:39])[C:34]([C:40]([F:43])([F:42])[F:41])=[N:33]2)[CH:26]=[C:25]([F:24])[CH:30]=1. The catalyst class is: 3.